From a dataset of NCI-60 drug combinations with 297,098 pairs across 59 cell lines. Regression. Given two drug SMILES strings and cell line genomic features, predict the synergy score measuring deviation from expected non-interaction effect. (1) Cell line: HCC-2998. Synergy scores: CSS=6.38, Synergy_ZIP=-0.977, Synergy_Bliss=3.27, Synergy_Loewe=-14.4, Synergy_HSA=-2.74. Drug 2: CC(CN1CC(=O)NC(=O)C1)N2CC(=O)NC(=O)C2. Drug 1: CC1C(C(CC(O1)OC2CC(CC3=C2C(=C4C(=C3O)C(=O)C5=C(C4=O)C(=CC=C5)OC)O)(C(=O)CO)O)N)O.Cl. (2) Drug 1: CN1C(=O)N2C=NC(=C2N=N1)C(=O)N. Drug 2: C1=NC2=C(N=C(N=C2N1C3C(C(C(O3)CO)O)F)Cl)N. Cell line: HCT-15. Synergy scores: CSS=-0.904, Synergy_ZIP=0.602, Synergy_Bliss=5.19, Synergy_Loewe=-5.98, Synergy_HSA=1.20.